Task: Predict hERG channel inhibition at various concentrations.. Dataset: hERG Central: cardiac toxicity at 1µM, 10µM, and general inhibition (1) The molecule is CCCCC(CC)C(=O)N1CCN(C/C=C/c2ccccc2)CC1. Results: hERG_inhib (hERG inhibition (general)): blocker. (2) The molecule is CC(/C=N/NC(=O)CN1CCN(Cc2ccc(Cl)cc2)CC1)=C\c1ccco1. Results: hERG_inhib (hERG inhibition (general)): blocker. (3) The drug is Clc1ccc(CNCCc2ccc3c(c2)OCO3)cc1.O=C(O)C(=O)O. Results: hERG_inhib (hERG inhibition (general)): blocker. (4) The compound is Cc1cccc(-c2nnc(SCC#N)n2-c2ccccc2)c1. Results: hERG_inhib (hERG inhibition (general)): blocker. (5) The compound is C=CCn1c(=O)c2ccccc2n2c(SCc3c(C(=O)OCC)oc4ccccc34)nnc12. Results: hERG_inhib (hERG inhibition (general)): blocker. (6) The drug is CC1CC(C)CN(CC(O)COc2ccc3c(c2)CCC3)C1.Cl. Results: hERG_inhib (hERG inhibition (general)): blocker. (7) The molecule is COc1cccc(C(=O)Nc2ccc3nc4n(c(=O)c3c2)CCCC4)c1. Results: hERG_inhib (hERG inhibition (general)): blocker. (8) The drug is O=C(Nc1cccc(Cl)c1)N(CCCN1CCOCC1)Cc1ccccc1F. Results: hERG_inhib (hERG inhibition (general)): blocker. (9) The compound is OCCC1CN(Cc2ccc(-c3ccco3)cc2)CCN1Cc1ccsc1. Results: hERG_inhib (hERG inhibition (general)): blocker. (10) The molecule is COC(=O)C1=C(c2ccc(OC(F)(F)F)cc2)C[C@@H]2CC[C@H]1N2C(=O)N1CCCCC1. Results: hERG_inhib (hERG inhibition (general)): blocker.